Dataset: Reaction yield outcomes from USPTO patents with 853,638 reactions. Task: Predict the reaction yield, written as a fraction of the theoretical maximum amount of product (1.0 means a 100% yield; for example, 0.34 means a 34% yield). (1) The reactants are [CH3:1][C:2]1([CH3:16])[C:6]([CH3:8])([CH3:7])[O:5][B:4]([C:9]2[CH:14]=[CH:13][C:12]([OH:15])=[CH:11][CH:10]=2)[O:3]1.C([O-])([O-])=O.[K+].[K+].Br[CH2:24][CH2:25][CH2:26][CH2:27][O:28][CH:29]1[CH2:34][CH2:33][CH2:32][CH2:31][O:30]1. The catalyst is CN(C=O)C. The product is [CH3:8][C:6]1([CH3:7])[C:2]([CH3:16])([CH3:1])[O:3][B:4]([C:9]2[CH:14]=[CH:13][C:12]([O:15][CH2:24][CH2:25][CH2:26][CH2:27][O:28][CH:29]3[CH2:34][CH2:33][CH2:32][CH2:31][O:30]3)=[CH:11][CH:10]=2)[O:5]1. The yield is 0.955. (2) The reactants are C([O:3][C:4](=[O:41])[CH2:5][NH:6][CH2:7][CH2:8][CH2:9][O:10][C:11]1[CH:16]=[CH:15][C:14]([C:17]([N:19]2[C:28]3[C:23](=[CH:24][CH:25]=[CH:26][CH:27]=3)[C@H:22]([N:29]([C:37](=[O:39])[CH3:38])[C:30]3[CH:35]=[CH:34][C:33]([Cl:36])=[CH:32][CH:31]=3)[CH2:21][C@@H:20]2[CH3:40])=[O:18])=[CH:13][CH:12]=1)C.C(O)C.[OH-].[Na+]. The catalyst is O1CCCC1. The product is [C:37]([N:29]([C:30]1[CH:31]=[CH:32][C:33]([Cl:36])=[CH:34][CH:35]=1)[C@H:22]1[C:23]2[C:28](=[CH:27][CH:26]=[CH:25][CH:24]=2)[N:19]([C:17]([C:14]2[CH:15]=[CH:16][C:11]([O:10][CH2:9][CH2:8][CH2:7][NH:6][CH2:5][C:4]([OH:41])=[O:3])=[CH:12][CH:13]=2)=[O:18])[C@@H:20]([CH3:40])[CH2:21]1)(=[O:39])[CH3:38]. The yield is 0.600. (3) The reactants are [CH2:1]([Zn]CC)C.ClCI.[OH:9][CH2:10][C:11](=[CH2:25])[CH2:12][CH2:13][N:14]1[C:22](=[O:23])[C:21]2[C:16](=[CH:17][CH:18]=[CH:19][CH:20]=2)[C:15]1=[O:24].[NH4+].[Cl-]. The catalyst is C(Cl)Cl. The product is [O:24]=[C:15]1[C:16]2[C:21](=[CH:20][CH:19]=[CH:18][CH:17]=2)[C:22](=[O:23])[N:14]1[CH2:13][CH2:12][C:11]1([CH2:10][OH:9])[CH2:1][CH2:25]1. The yield is 0.640. (4) The reactants are C([O:3][C:4](=[O:23])[C:5]1[CH:10]=[C:9]([F:11])[CH:8]=[C:7]([C:12]2[C:21]3[C:16](=[CH:17][CH:18]=[C:19]([Br:22])[CH:20]=3)[N:15]=[CH:14][N:13]=2)[CH:6]=1)C.O[Li].O. The catalyst is O1CCOCC1. The product is [Br:22][C:19]1[CH:20]=[C:21]2[C:16](=[CH:17][CH:18]=1)[N:15]=[CH:14][N:13]=[C:12]2[C:7]1[CH:6]=[C:5]([CH:10]=[C:9]([F:11])[CH:8]=1)[C:4]([OH:23])=[O:3]. The yield is 0.990.